This data is from hERG potassium channel inhibition data for cardiac toxicity prediction from Karim et al.. The task is: Regression/Classification. Given a drug SMILES string, predict its toxicity properties. Task type varies by dataset: regression for continuous values (e.g., LD50, hERG inhibition percentage) or binary classification for toxic/non-toxic outcomes (e.g., AMES mutagenicity, cardiotoxicity, hepatotoxicity). Dataset: herg_karim. (1) The compound is CC1(C)CC(NC(=O)C(C)(C)O)c2cc(-c3ccc(Cl)cc3)c(-c3ccc(Cl)cc3Cl)nc2O1. The result is 1 (blocker). (2) The molecule is NC(=O)N[C@H]1CCc2ccc(CCN3CCN(c4nsc5ccccc45)CC3)cc21. The result is 1 (blocker). (3) The drug is C[C@@H]1CCCN1CCN1CCc2cc(-c3ccc(F)cc3)ccc2C1=O. The result is 1 (blocker). (4) The compound is CNCc1cc(C(N)=O)ccc1Oc1ccc(Cl)c(Cl)c1. The result is 1 (blocker). (5) The molecule is O=c1cc([C@H]2CCN[C@@H](CCc3ccccc3)C2)o[nH]1. The result is 0 (non-blocker). (6) The compound is CNC(=O)c1ccc(Nc2nccc(-c3cnc(C)n3C(C)C)n2)cc1F. The result is 0 (non-blocker).